Task: Regression. Given a peptide amino acid sequence and an MHC pseudo amino acid sequence, predict their binding affinity value. This is MHC class I binding data.. Dataset: Peptide-MHC class I binding affinity with 185,985 pairs from IEDB/IMGT (1) The peptide sequence is WLPWIPQLI. The MHC is HLA-A02:01 with pseudo-sequence HLA-A02:01. The binding affinity (normalized) is 0.342. (2) The MHC is Mamu-A01 with pseudo-sequence Mamu-A01. The binding affinity (normalized) is 0.319. The peptide sequence is HPPTEVFL. (3) The peptide sequence is VLLPSLFLLL. The MHC is HLA-A02:01 with pseudo-sequence HLA-A02:01. The binding affinity (normalized) is 0.575. (4) The peptide sequence is FQGQNGQFI. The MHC is H-2-Kb with pseudo-sequence H-2-Kb. The binding affinity (normalized) is 0.0352. (5) The peptide sequence is LVTLPVYSK. The MHC is HLA-A02:01 with pseudo-sequence HLA-A02:01. The binding affinity (normalized) is 0.